The task is: Predict the reaction yield, written as a fraction of the theoretical maximum amount of product (1.0 means a 100% yield; for example, 0.34 means a 34% yield).. This data is from Reaction yield outcomes from USPTO patents with 853,638 reactions. (1) The reactants are [CH3:1][O:2][C:3]1[CH:15]=[CH:14][C:6]([CH2:7][C@H:8]([CH:11]([CH3:13])[CH3:12])[CH2:9]O)=[CH:5][C:4]=1[O:16][CH2:17][CH2:18][CH2:19][O:20][CH3:21].CN(C)C=O.P(Br)(Br)([Br:29])=O.O. The catalyst is CC1C=CC=CC=1.C(OCC)(=O)C.CCCCCC. The product is [CH3:1][O:2][C:3]1[CH:15]=[CH:14][C:6]([CH2:7][C@H:8]([CH:11]([CH3:13])[CH3:12])[CH2:9][Br:29])=[CH:5][C:4]=1[O:16][CH2:17][CH2:18][CH2:19][O:20][CH3:21]. The yield is 0.751. (2) The reactants are FC1C=CC=C(F)C=1N1C2C(=CC([C:18]3[CH:23]=[C:22]([C:24]4[O:25][CH:26]=[CH:27][N:28]=4)[CH:21]=[CH:20][C:19]=3[CH3:29])=CC=2)C=C1.[C:30]1([S:36]([N:39]2[C:47]3[C:42](=[CH:43][C:44](B4OC(C)(C)C(C)(C)O4)=[CH:45][CH:46]=3)[CH:41]=[C:40]2[C:57]2[C:62]([F:63])=[CH:61][CH:60]=[CH:59][C:58]=2[F:64])(=[O:38])=[O:37])[CH:35]=[CH:34][CH:33]=[CH:32][CH:31]=1.BrC1C=C(C2OC=CN=2)C=CC=1C.C([O-])([O-])=O.[K+].[K+]. The catalyst is O1CCOCC1. The product is [C:30]1([S:36]([N:39]2[C:47]3[C:42](=[CH:43][C:44]([C:20]4[CH:21]=[C:22]([C:24]5[O:25][CH:26]=[CH:27][N:28]=5)[CH:23]=[CH:18][C:19]=4[CH3:29])=[CH:45][CH:46]=3)[CH:41]=[C:40]2[C:57]2[C:62]([F:63])=[CH:61][CH:60]=[CH:59][C:58]=2[F:64])(=[O:37])=[O:38])[CH:35]=[CH:34][CH:33]=[CH:32][CH:31]=1. The yield is 0.200.